Predict the reaction yield, written as a fraction of the theoretical maximum amount of product (1.0 means a 100% yield; for example, 0.34 means a 34% yield). From a dataset of Reaction yield outcomes from USPTO patents with 853,638 reactions. The reactants are [OH-].[Na+].C([SiH2][O:8][C:9](C)(C)[C:10]1[CH:11]=[C:12]([CH:19]=[CH:20][C:21]=1[Cl:22])[CH2:13][NH:14][C:15](=[O:18])[CH2:16][CH3:17])(C)(C)C. The catalyst is CO. The product is [Cl:22][C:21]1[CH:20]=[CH:19][C:12]([CH2:13][NH:14][C:15](=[O:18])[CH2:16][CH3:17])=[CH:11][C:10]=1[CH2:9][OH:8]. The yield is 0.880.